Dataset: Reaction yield outcomes from USPTO patents with 853,638 reactions. Task: Predict the reaction yield, written as a fraction of the theoretical maximum amount of product (1.0 means a 100% yield; for example, 0.34 means a 34% yield). (1) The reactants are [CH2:1]([NH:3][C:4]([C:6]1[C:10]([C:11]2[CH:16]=[CH:15][CH:14]=[C:13]([Cl:17])[CH:12]=2)=[C:9]([C:18]2[CH:23]=[C:22]([Cl:24])[C:21]([O:25][CH2:26][C:27]3[CH:32]=[CH:31][CH:30]=[CH:29][CH:28]=3)=[CH:20][C:19]=2[O:33][CH2:34][C:35]2[CH:40]=[CH:39][CH:38]=[CH:37][CH:36]=2)[O:8][N:7]=1)=O)[CH3:2]. The catalyst is C1COCC1. The product is [CH2:34]([O:33][C:19]1[CH:20]=[C:21]([O:25][CH2:26][C:27]2[CH:28]=[CH:29][CH:30]=[CH:31][CH:32]=2)[C:22]([Cl:24])=[CH:23][C:18]=1[C:9]1[O:8][N:7]=[C:6]([CH2:4][NH:3][CH2:1][CH3:2])[C:10]=1[C:11]1[CH:16]=[CH:15][CH:14]=[C:13]([Cl:17])[CH:12]=1)[C:35]1[CH:40]=[CH:39][CH:38]=[CH:37][CH:36]=1. The yield is 0.650. (2) The reactants are [CH3:1][CH:2]1[CH:7]([CH3:8])[CH:6]([CH3:9])[CH2:5][CH:4]([OH:10])[CH2:3]1.CC(OI1(OC(C)=O)(OC(C)=O)OC(=O)C2C=CC=CC1=2)=O.FC(F)(F)C(OC(=O)C(F)(F)F)=O.[OH-].[Na+]. The catalyst is ClCCl.C(OCC)C. The product is [CH3:1][CH:2]1[CH:7]([CH3:8])[CH:6]([CH3:9])[CH2:5][C:4](=[O:10])[CH2:3]1. The yield is 0.736. (3) The reactants are [Br-].[CH2:2]([O:4][C:5]([C:7]([CH3:32])([CH3:31])[CH2:8][CH2:9][CH2:10][CH2:11][P+](C1C=CC=CC=1)(C1C=CC=CC=1)C1C=CC=CC=1)=[O:6])[CH3:3].[Cl:33][C:34]1[CH:41]=[CH:40][CH:39]=[CH:38][C:35]=1[CH:36]=O.[OH-].[Na+].[PH4+]. The catalyst is ClCCl.O. The product is [CH2:2]([O:4][C:5](=[O:6])[C:7]([CH3:31])([CH3:32])[CH2:8][CH2:9][CH2:10][CH:11]=[CH:36][C:35]1[CH:38]=[CH:39][CH:40]=[CH:41][C:34]=1[Cl:33])[CH3:3]. The yield is 0.600. (4) The reactants are Cl[CH2:2][CH2:3][CH2:4][CH2:5][O:6][C:7]1[CH:16]=[C:15]2[C:10]([C:11]([O:17][C:18]3[CH:23]=[CH:22][C:21]([CH3:24])=[CH:20][C:19]=3[C:25]([C:27]3[CH:32]=[CH:31][CH:30]=[CH:29][CH:28]=3)=[O:26])=[CH:12][CH:13]=[N:14]2)=[CH:9][C:8]=1[O:33][CH3:34].[CH3:35][N:36]1[CH2:41][CH2:40][NH:39][CH2:38][CH2:37]1.C(=O)([O-])[O-].[K+].[K+].O. The catalyst is CN(C)C=O. The product is [CH3:34][O:33][C:8]1[CH:9]=[C:10]2[C:15](=[CH:16][C:7]=1[O:6][CH2:5][CH2:4][CH2:3][CH2:2][N:39]1[CH2:40][CH2:41][N:36]([CH3:35])[CH2:37][CH2:38]1)[N:14]=[CH:13][CH:12]=[C:11]2[O:17][C:18]1[CH:23]=[CH:22][C:21]([CH3:24])=[CH:20][C:19]=1[C:25]([C:27]1[CH:32]=[CH:31][CH:30]=[CH:29][CH:28]=1)=[O:26]. The yield is 0.600. (5) The reactants are [CH3:1][N:2]([CH3:10])[C@H:3]1[CH2:8][CH2:7][C@H:6]([OH:9])[CH2:5][CH2:4]1.[H-].[Na+].Cl[C:14]1[C:15]2[CH:22]=[CH:21][O:20][C:16]=2[N:17]=[CH:18][N:19]=1. The catalyst is C1COCC1. The product is [CH:6]([OH:9])=[O:20].[N:17]1[C:16]2[O:20][CH:21]=[CH:22][C:15]=2[C:14]([O:9][C@H:6]2[CH2:7][CH2:8][C@H:3]([N:2]([CH3:10])[CH3:1])[CH2:4][CH2:5]2)=[N:19][CH:18]=1. The yield is 0.310. (6) The reactants are [NH2:1][C:2]1[N:3]=[C:4]([N:10]2[CH2:15][CH2:14][O:13][CH2:12][CH2:11]2)[S:5][C:6]=1[C:7]([NH2:9])=[O:8].CO[C:18](OC)([CH3:20])[CH3:19].O.C1(C)C=CC(S(O)(=O)=O)=CC=1. The catalyst is CC(C)=O. The product is [CH3:19][C:18]1([CH3:20])[NH:1][C:2]2[N:3]=[C:4]([N:10]3[CH2:15][CH2:14][O:13][CH2:12][CH2:11]3)[S:5][C:6]=2[C:7](=[O:8])[NH:9]1. The yield is 0.160. (7) The reactants are [Cl:1][C:2]1[C:3]([C:9]2[C:10]([C:18]3[CH:23]=[CH:22][C:21]([Cl:24])=[C:20]([O:25][CH2:26][CH2:27][CH2:28][N:29]([CH3:31])[CH3:30])[CH:19]=3)=[N:11][C:12]([C:15](O)=[O:16])=[CH:13][CH:14]=2)=[N:4][CH:5]=[C:6]([Cl:8])[CH:7]=1.CCN(C(C)C)C(C)C.CN(C(ON1N=NC2C=CC=CC1=2)=[N+](C)C)C.[B-](F)(F)(F)F.[NH2:63][C:64]1([C:70]([OH:72])=[O:71])[CH2:69][CH2:68][CH2:67][CH2:66][CH2:65]1.Cl. The catalyst is CN1C(=O)CCC1.C(#N)C.O.C(Cl)Cl.CO. The product is [ClH:1].[Cl:1][C:2]1[C:3]([C:9]2[C:10]([C:18]3[CH:23]=[CH:22][C:21]([Cl:24])=[C:20]([O:25][CH2:26][CH2:27][CH2:28][N:29]([CH3:30])[CH3:31])[CH:19]=3)=[N:11][C:12]([C:15]([NH:63][C:64]3([C:70]([OH:72])=[O:71])[CH2:69][CH2:68][CH2:67][CH2:66][CH2:65]3)=[O:16])=[CH:13][CH:14]=2)=[N:4][CH:5]=[C:6]([Cl:8])[CH:7]=1. The yield is 0.500. (8) The reactants are N1C=NN=N1.[CH2:6]([O:8][C:9]1[CH:10]=[C:11]([C:15]2[CH:20]=[C:19]([C:21]([CH3:24])([CH3:23])[CH3:22])[C:18]([OH:25])=[CH:17][C:16]=2[NH:26][C:27]([C:29]2[C:38](=[O:39])[C:37]3[C:32](=[CH:33][CH:34]=[CH:35][CH:36]=3)[NH:31][CH:30]=2)=[O:28])[CH:12]=[CH:13][CH:14]=1)[CH3:7].C(N(C(C)C)[P:44]([O:53][CH2:54][C:55]1[CH:60]=[CH:59][CH:58]=[CH:57][CH:56]=1)[O:45][CH2:46][C:47]1[CH:52]=[CH:51][CH:50]=[CH:49][CH:48]=1)(C)C.C([O:68]O)(C)(C)C. The catalyst is ClCCl. The product is [C:21]([C:19]1[C:18]([O:25][P:44](=[O:68])([O:45][CH2:46][C:47]2[CH:48]=[CH:49][CH:50]=[CH:51][CH:52]=2)[O:53][CH2:54][C:55]2[CH:56]=[CH:57][CH:58]=[CH:59][CH:60]=2)=[CH:17][C:16]([NH:26][C:27]([C:29]2[C:38](=[O:39])[C:37]3[C:32](=[CH:33][CH:34]=[CH:35][CH:36]=3)[NH:31][CH:30]=2)=[O:28])=[C:15]([C:11]2[CH:12]=[CH:13][CH:14]=[C:9]([O:8][CH2:6][CH3:7])[CH:10]=2)[CH:20]=1)([CH3:24])([CH3:23])[CH3:22]. The yield is 0.830. (9) The reactants are [N+:1]([C:4]1[CH:9]=[CH:8][C:7]([CH2:10][CH2:11][C:12]([OH:14])=O)=[CH:6][CH:5]=1)([O-:3])=[O:2].C[N:16](C)C=O.C(Cl)(=O)C(Cl)=O. The catalyst is O1CCCC1. The product is [N+:1]([C:4]1[CH:9]=[CH:8][C:7]([CH2:10][CH2:11][C:12]([NH2:16])=[O:14])=[CH:6][CH:5]=1)([O-:3])=[O:2]. The yield is 0.880.